This data is from Experimentally validated miRNA-target interactions with 360,000+ pairs, plus equal number of negative samples. The task is: Binary Classification. Given a miRNA mature sequence and a target amino acid sequence, predict their likelihood of interaction. (1) The miRNA is mmu-miR-3090-5p with sequence GUCUGGGUGGGGCCUGAGAUC. The protein sequence of the target gene is MADEKPKEGVKTENNDHINLKVAGQDGSVVQFKIKRHTPLSKLMKAYCERQGLSMRQIRFRFDGQPINETDTPAQLEMEDEDTIDVFQQQTGGVY. Result: 0 (no interaction). (2) The miRNA is hsa-miR-561-5p with sequence AUCAAGGAUCUUAAACUUUGCC. The protein sequence of the target gene is MGCASAKHVATVQNEEEAQRGKSYQNGDVFGDEYRIKPVEEVKYMKNGAEEEQKIAARNQENLEKSASSNTRLKTNKEIPGLVHQPRANMHISESQQEFFRMLDEKIEKGRDYCSEEEDIT. Result: 0 (no interaction). (3) The miRNA is hsa-miR-6511b-5p with sequence CUGCAGGCAGAAGUGGGGCUGACA. The protein sequence of the target gene is MDNRFATAFVIACVLSLISTIYMAASIGTDFWYEYRSPIQENSSDSNKIAWEDFLGDEADEKTYNDVLFRYNGSLGLWRRCITIPKNTHWYAPPERTESFDVVTKCMSFTLNEQFMEKYVDPGNHNSGIDLLRTYLWRCQFLLPFVSLGLMCFGALIGLCACICRSLYPTLATGILHLLAGLCTLGSVSCYVAGIELLHQKVELPKDVSGEFGWSFCLACVSAPLQFMAAALFIWAAHTNRKEYTLMKAYRVA. Result: 0 (no interaction). (4) The miRNA is hsa-miR-4265 with sequence CUGUGGGCUCAGCUCUGGG. The protein sequence of the target gene is MRSLLLFTFSACVLLARVLLAGGASSGAGDTRPGSRRRAREALAAQKIEVLVLLPRDDSYLFSLARVRPAIEYALRSVEGNGTGRKLLPPGTRFQVAYEDSDCGNRALFSLVDRVAAARGAKPDLILGPVCEYAAAPVARLASHWDLPMLSAGALAAGFQHKDTEYSHLTRVAPAYAKMGEMMLALFRHHHWSRAALVYSDDKLERNCYFTLEGVHEVFQEEGLHTSAYNFDETKDLDLDDIVRYIQGSERVVIMCASGDTIRRIMLAVHRHGMTSGDYAFFNIELFNSSSYGDGSWRRG.... Result: 0 (no interaction). (5) The miRNA is hsa-miR-6882-5p with sequence UACAAGUCAGGAGCUGAAGCAG. The protein sequence of the target gene is MDYKAIAQQTAEQVLAYNQDLSGWKLIKSSKKVTVSSKTSRIFHGNLYRVEGIIPESAAHLSDFLFKHDHRVSWDKSLKGFNVIHKIDSDTLICHTITQSFAMGSISPRDFIDLVHIKHYERNVDIISTKSVDFPGYAPTSTYIRGFNHPSGYVCSPLKENPAYSKLVIFVQTEMKGKLPASVIEKSMPSNLVSFLLNVKDGVKTYRIPPIRARHSSHSSVHKKKEGHSAIKP. Result: 0 (no interaction). (6) The miRNA is hsa-miR-4307 with sequence AAUGUUUUUUCCUGUUUCC. The protein sequence of the target gene is MFKNTFQSGFLSILYSIGSKPLQIWDKKVRNGHIKRITDNDIQSLVLEIEGTNVSTTYITCPADPKKTLGIKLPFLVMIIKNLKKYFTFEVQVLDDKNVRRRFRASNYQSTTRVKPFICTMPMRLDDGWNQIQFNLLDFTRRAYGTNYIETLRVQIHANCRIRRVYFSDRLYSEDELPAEFKLYLPVQNKAKQ. Result: 1 (interaction).